Dataset: Reaction yield outcomes from USPTO patents with 853,638 reactions. Task: Predict the reaction yield, written as a fraction of the theoretical maximum amount of product (1.0 means a 100% yield; for example, 0.34 means a 34% yield). (1) The reactants are [CH3:1][C:2]1[CH:10]=[C:6]([C:7]([OH:9])=O)[C:5]([OH:11])=[CH:4][CH:3]=1.[F:12][C:13]([F:26])([F:25])[C:14]1[CH:15]=[C:16]([CH:18]=[C:19]([C:21]([F:24])([F:23])[F:22])[CH:20]=1)[NH2:17]. No catalyst specified. The product is [F:12][C:13]([F:25])([F:26])[C:14]1[CH:15]=[C:16]([NH:17][C:7](=[O:9])[C:6]2[CH:10]=[C:2]([CH3:1])[CH:3]=[CH:4][C:5]=2[OH:11])[CH:18]=[C:19]([C:21]([F:22])([F:24])[F:23])[CH:20]=1. The yield is 0.549. (2) The reactants are Br[C:2]1[C:3]2[N:4]([N:29]=[CH:30][N:31]=2)[CH:5]=[C:6]([C:8]2[CH:9]=[C:10]([CH:26]=[CH:27][CH:28]=2)[C:11]([NH:13][C:14]2[CH:23]=[CH:22][C:17]([C:18]([O:20][CH3:21])=[O:19])=[C:16]([O:24][CH3:25])[CH:15]=2)=[O:12])[CH:7]=1.[CH3:32][O:33][C:34]1[CH:35]=[CH:36][C:37]([NH2:42])=[N:38][C:39]=1[O:40][CH3:41].CC(C1C=C(C(C)C)C(C2C=CC=CC=2P(C2CCCCC2)C2CCCCC2)=C(C(C)C)C=1)C.C([O-])([O-])=O.[Cs+].[Cs+]. The catalyst is O1CCOCC1.C1C=CC(/C=C/C(/C=C/C2C=CC=CC=2)=O)=CC=1.C1C=CC(/C=C/C(/C=C/C2C=CC=CC=2)=O)=CC=1.C1C=CC(/C=C/C(/C=C/C2C=CC=CC=2)=O)=CC=1.[Pd].[Pd]. The product is [CH3:32][O:33][C:34]1[CH:35]=[CH:36][C:37]([NH:42][C:2]2[C:3]3[N:4]([N:29]=[CH:30][N:31]=3)[CH:5]=[C:6]([C:8]3[CH:9]=[C:10]([CH:26]=[CH:27][CH:28]=3)[C:11]([NH:13][C:14]3[CH:23]=[CH:22][C:17]([C:18]([O:20][CH3:21])=[O:19])=[C:16]([O:24][CH3:25])[CH:15]=3)=[O:12])[CH:7]=2)=[N:38][C:39]=1[O:40][CH3:41]. The yield is 0.650. (3) The product is [Cl:1][C:2]1[CH:3]=[C:4]([OH:11])[CH:6]=[CH:7][C:8]=1[S:9][CH3:10]. The reactants are [Cl:1][C:2]1[CH:3]=[C:4]([CH:6]=[CH:7][C:8]=1[S:9][CH3:10])N.[OH:11]S(O)(=O)=O.N([O-])=O.[Na+]. The catalyst is C1COCC1.O. The yield is 0.470. (4) The reactants are [F:1][C:2]([F:12])([F:11])[O:3][C:4]1[CH:10]=[CH:9][C:7]([NH2:8])=[CH:6][CH:5]=1.P(=O)(O)(O)O.[N+]([O-])(O)=O.[N:22]([O-])=O.[Na+].C([O-])(=O)C.[K+].[C:31]([CH2:34][C:35](=[O:37])[CH3:36])(=[O:33])[CH3:32]. The catalyst is O.C(O)C. The product is [F:1][C:2]([F:11])([F:12])[O:3][C:4]1[CH:10]=[CH:9][C:7]([NH:8][N:22]=[C:34]([C:35](=[O:37])[CH3:36])[C:31](=[O:33])[CH3:32])=[CH:6][CH:5]=1. The yield is 0.880. (5) The reactants are [OH:1][C:2]1[CH:11]=[C:10]2[C:5]([CH2:6][CH2:7][CH:8]([C:12]([OH:14])=[O:13])[CH2:9]2)=[CH:4][CH:3]=1.[Cl:15][C:16]1[CH:21]=[C:20]([N+]([O-])=O)[CH:19]=[CH:18][N:17]=1.C(=O)([O-])[O-].[Cs+].[Cs+].Cl. The catalyst is CN(C=O)C. The product is [Cl:15][C:16]1[CH:21]=[C:20]([O:1][C:2]2[CH:11]=[C:10]3[C:5]([CH2:6][CH2:7][CH:8]([C:12]([OH:14])=[O:13])[CH2:9]3)=[CH:4][CH:3]=2)[CH:19]=[CH:18][N:17]=1. The yield is 0.520. (6) The reactants are [CH3:1][O:2][CH2:3][C:4](=O)[CH2:5][C:6](=O)[CH3:7].[C:10]([CH2:12][C:13]([NH2:15])=[O:14])#[N:11].N1CCCCC1. The catalyst is CCO.O. The product is [CH3:7][C:6]1[NH:15][C:13](=[O:14])[C:12]([C:10]#[N:11])=[C:4]([CH2:3][O:2][CH3:1])[CH:5]=1. The yield is 0.656. (7) The reactants are [C:1]([C@@H:5]1[CH2:10][CH2:9][C@H:8]([O:11][C:12]2[CH:21]=[C:20]([CH3:22])[C:19]3[C:14](=[CH:15][CH:16]=[CH:17][CH:18]=3)[C:13]=2[CH:23]=O)[CH2:7][CH2:6]1)([CH3:4])([CH3:3])[CH3:2].[CH3:25][C:26]1([C:32]([O:34][CH2:35][CH3:36])=[O:33])[CH2:31][CH2:30][NH:29][CH2:28][CH2:27]1.[BH-](OC(C)=O)(OC(C)=O)OC(C)=O.[Na+].CC(O)=O. The catalyst is ClCCCl.O. The product is [C:1]([C@H:5]1[CH2:6][CH2:7][C@H:8]([O:11][C:12]2[CH:21]=[C:20]([CH3:22])[C:19]3[C:14](=[CH:15][CH:16]=[CH:17][CH:18]=3)[C:13]=2[CH2:23][N:29]2[CH2:30][CH2:31][C:26]([CH3:25])([C:32]([O:34][CH2:35][CH3:36])=[O:33])[CH2:27][CH2:28]2)[CH2:9][CH2:10]1)([CH3:4])([CH3:2])[CH3:3]. The yield is 0.220.